This data is from Forward reaction prediction with 1.9M reactions from USPTO patents (1976-2016). The task is: Predict the product of the given reaction. (1) Given the reactants Br[C:2]1[C:3]([F:14])=[CH:4][N:5]=[C:6]2[C:11]=1[N:10]=[C:9]([O:12][CH3:13])[CH:8]=[CH:7]2.[N:15]1([CH2:21][CH2:22][NH:23][C:24](=[O:30])[O:25][C:26]([CH3:29])([CH3:28])[CH3:27])[CH2:20][CH2:19][NH:18][CH2:17][CH2:16]1.C1C=CC(P(C2C=CC3C(=CC=CC=3)C=2C2C3C(=CC=CC=3)C=CC=2P(C2C=CC=CC=2)C2C=CC=CC=2)C2C=CC=CC=2)=CC=1.C([O-])([O-])=O.[Cs+].[Cs+], predict the reaction product. The product is: [F:14][C:3]1[CH:4]=[N:5][C:6]2[C:11]([C:2]=1[N:18]1[CH2:19][CH2:20][N:15]([CH2:21][CH2:22][NH:23][C:24](=[O:30])[O:25][C:26]([CH3:28])([CH3:27])[CH3:29])[CH2:16][CH2:17]1)=[N:10][C:9]([O:12][CH3:13])=[CH:8][CH:7]=2. (2) Given the reactants [C:1]([N:8]([CH3:14])[C@H:9]([C:11]([OH:13])=O)[CH3:10])([O:3][C:4]([CH3:7])([CH3:6])[CH3:5])=[O:2].Cl.C(N=C=NCCCN(C)C)C.O.ON1C2C=CC=CC=2N=N1.C(N(CC)C(C)C)(C)C.[C:47]1([NH2:54])[CH:52]=[CH:51][CH:50]=[C:49]([NH2:53])[CH:48]=1.C(=O)([O-])O.[Na+], predict the reaction product. The product is: [NH2:53][C:49]1[CH:48]=[C:47]([NH:54][C:11](=[O:13])[C@@H:9]([N:8]([CH3:14])[C:1](=[O:2])[O:3][C:4]([CH3:5])([CH3:6])[CH3:7])[CH3:10])[CH:52]=[CH:51][CH:50]=1. (3) The product is: [C:1]1([C@@H:7]2[N:13]([C:34](=[O:35])[C:33]([CH3:38])([CH3:37])[CH3:32])[CH2:12][C:11]3[CH:14]=[CH:15][C:16]([C:18]([O:20][CH3:21])=[O:19])=[CH:17][C:10]=3[O:9][CH2:8]2)[CH:2]=[CH:3][CH:4]=[CH:5][CH:6]=1. Given the reactants [C:1]1([C@@H:7]2[NH:13][CH2:12][C:11]3[CH:14]=[CH:15][C:16]([C:18]([O:20][CH3:21])=[O:19])=[CH:17][C:10]=3[O:9][CH2:8]2)[CH:6]=[CH:5][CH:4]=[CH:3][CH:2]=1.C(Cl)Cl.CCN(CC)CC.[CH3:32][C:33]([CH3:38])([CH3:37])[C:34](Cl)=[O:35], predict the reaction product. (4) Given the reactants [C:1]([C:3]1[CH:22]=[CH:21][C:6]([CH2:7][NH:8][C:9](=[O:20])[CH:10]([C:13]2[CH:18]=[CH:17][C:16]([OH:19])=[CH:15][CH:14]=2)[O:11][CH3:12])=[CH:5][CH:4]=1)#[N:2].[CH2:23]([O:25][C:26](=[O:29])[CH2:27]Br)[CH3:24].C(=O)([O-])[O-].[Cs+].[Cs+], predict the reaction product. The product is: [CH2:23]([O:25][C:26](=[O:29])[CH2:27][O:19][C:16]1[CH:17]=[CH:18][C:13]([CH:10]([C:9](=[O:20])[NH:8][CH2:7][C:6]2[CH:5]=[CH:4][C:3]([C:1]#[N:2])=[CH:22][CH:21]=2)[O:11][CH3:12])=[CH:14][CH:15]=1)[CH3:24]. (5) Given the reactants Cl.[Cl:2][C:3]1[CH:4]=[CH:5][C:6]([S:11][CH2:12][CH3:13])=[C:7]([CH2:9][NH2:10])[CH:8]=1.[Cl:14][C:15]1[CH:16]=[C:17]([CH:21]=[C:22]([C:24]([F:27])([F:26])[F:25])[CH:23]=1)[C:18](O)=[O:19].CC(OC(N1CCN(CC2C=CC(C([O-])=O)=CC=2C(F)(F)F)CC1)=O)(C)C, predict the reaction product. The product is: [Cl:14][C:15]1[CH:16]=[C:17]([CH:21]=[C:22]([C:24]([F:25])([F:26])[F:27])[CH:23]=1)[C:18]([NH:10][CH2:9][C:7]1[CH:8]=[C:3]([Cl:2])[CH:4]=[CH:5][C:6]=1[S:11][CH2:12][CH3:13])=[O:19]. (6) Given the reactants [I-].[K+].[C:3]([O:7][C:8]([N:10]1[CH2:15][C@H:14]([CH2:16][OH:17])[NH:13][CH2:12][C@H:11]1[CH3:18])=[O:9])([CH3:6])([CH3:5])[CH3:4].Cl.Cl[CH2:21][C:22]([N:24]1[C:32]2[C:27](=[N:28][CH:29]=[C:30]([CH2:33][C:34]3[CH:39]=[CH:38][C:37]([F:40])=[CH:36][CH:35]=3)[CH:31]=2)[C:26]([CH3:42])([CH3:41])[CH2:25]1)=[O:23], predict the reaction product. The product is: [C:3]([O:7][C:8]([N:10]1[CH2:15][C@H:14]([CH2:16][OH:17])[N:13]([CH2:21][C:22]([N:24]2[C:32]3[C:27](=[N:28][CH:29]=[C:30]([CH2:33][C:34]4[CH:35]=[CH:36][C:37]([F:40])=[CH:38][CH:39]=4)[CH:31]=3)[C:26]([CH3:42])([CH3:41])[CH2:25]2)=[O:23])[CH2:12][C@H:11]1[CH3:18])=[O:9])([CH3:6])([CH3:5])[CH3:4]. (7) Given the reactants [Cl:1][C:2]1[CH:10]=[CH:9][C:5]([C:6](O)=[O:7])=[C:4]([I:11])[CH:3]=1.B.C1COCC1.O, predict the reaction product. The product is: [Cl:1][C:2]1[CH:10]=[CH:9][C:5]([CH2:6][OH:7])=[C:4]([I:11])[CH:3]=1. (8) Given the reactants [NH2:1][N:2]1[C:7](=[O:8])[C:6]([C:9]2[NH:14][C:13]3[CH:15]=[CH:16][CH:17]=[CH:18][C:12]=3[S:11](=[O:20])(=[O:19])[N:10]=2)=[C:5]([OH:21])[C:4]2[S:22][CH:23]=[CH:24][C:3]1=2.[Br:25][C:26]1[CH:27]=[C:28]([CH:31]=[CH:32][CH:33]=1)[CH:29]=O, predict the reaction product. The product is: [Br:25][C:26]1[CH:27]=[C:28]([CH:29]=[N:1][N:2]2[C:7](=[O:8])[C:6]([C:9]3[NH:14][C:13]4[CH:15]=[CH:16][CH:17]=[CH:18][C:12]=4[S:11](=[O:20])(=[O:19])[N:10]=3)=[C:5]([OH:21])[C:4]3[S:22][CH:23]=[CH:24][C:3]2=3)[CH:31]=[CH:32][CH:33]=1.